This data is from Reaction yield outcomes from USPTO patents with 853,638 reactions. The task is: Predict the reaction yield, written as a fraction of the theoretical maximum amount of product (1.0 means a 100% yield; for example, 0.34 means a 34% yield). (1) The yield is 1.00. The catalyst is CCO.[Zn]. The reactants are [Cl:1][C:2]1[CH:7]=[CH:6][CH:5]=[C:4]([N+:8]([O-])=O)[C:3]=1[N:11]1[CH2:16][CH2:15][N:14]([CH2:17][CH2:18][CH2:19][N:20]2[C:28]3[CH2:27][CH2:26][N:25]([S:29]([CH3:32])(=[O:31])=[O:30])[CH2:24][C:23]=3[C:22]([C:33]3[CH:38]=[CH:37][C:36]([C:39]([F:42])([F:41])[F:40])=[CH:35][CH:34]=3)=[N:21]2)[CH2:13][CH2:12]1.C(O)(=O)C. The product is [Cl:1][C:2]1[C:3]([N:11]2[CH2:16][CH2:15][N:14]([CH2:17][CH2:18][CH2:19][N:20]3[C:28]4[CH2:27][CH2:26][N:25]([S:29]([CH3:32])(=[O:30])=[O:31])[CH2:24][C:23]=4[C:22]([C:33]4[CH:34]=[CH:35][C:36]([C:39]([F:40])([F:41])[F:42])=[CH:37][CH:38]=4)=[N:21]3)[CH2:13][CH2:12]2)=[C:4]([NH2:8])[CH:5]=[CH:6][CH:7]=1. (2) The reactants are O.O.[Sn](Cl)Cl.[N+:6]([C:9]1[C:10]([N+:17]([O-])=O)=[C:11]([O:15][CH3:16])[CH:12]=[CH:13][CH:14]=1)([O-])=O.[OH-].[Na+]. The catalyst is CCOC(C)=O. The product is [NH2:6][C:9]1[C:10]([NH2:17])=[C:11]([O:15][CH3:16])[CH:12]=[CH:13][CH:14]=1. The yield is 0.520. (3) The reactants are [CH:1]1([CH2:4][O:5][C:6]2[CH:7]=[C:8]([CH:14]([NH2:20])[CH2:15][S:16]([CH3:19])(=[O:18])=[O:17])[CH:9]=[CH:10][C:11]=2[O:12][CH3:13])[CH2:3][CH2:2]1.C[O:22][C:23](=O)[C:24]1[C:29]([NH:30][C:31]([CH:33]2[CH2:35][CH2:34]2)=[O:32])=[CH:28][CH:27]=[CH:26][C:25]=1[CH2:36]Br.C(N(CC)CC)C. The catalyst is CN(C=O)C. The product is [CH:1]1([CH2:4][O:5][C:6]2[CH:7]=[C:8]([CH:14]([N:20]3[C:23](=[O:22])[C:24]4[C:25](=[CH:26][CH:27]=[CH:28][C:29]=4[NH:30][C:31]([CH:33]4[CH2:35][CH2:34]4)=[O:32])[CH2:36]3)[CH2:15][S:16]([CH3:19])(=[O:17])=[O:18])[CH:9]=[CH:10][C:11]=2[O:12][CH3:13])[CH2:3][CH2:2]1. The yield is 0.0500. (4) The reactants are [CH2:1]([C:3]([C:14]1[CH:19]=[CH:18][C:17](/[CH:20]=[CH:21]/[C:22](=[O:25])[CH2:23][CH3:24])=[C:16]([CH2:26][CH2:27][CH3:28])[CH:15]=1)([C:6]1[CH:11]=[CH:10][C:9]([OH:12])=[C:8]([CH3:13])[CH:7]=1)[CH2:4][CH3:5])[CH3:2].[NH4+].[Cl-].[CH2:31]1COC[CH2:32]1. The catalyst is C([Li])C. The product is [CH2:1]([C:3]([C:6]1[CH:11]=[CH:10][C:9]([OH:12])=[C:8]([CH3:13])[CH:7]=1)([C:14]1[CH:19]=[CH:18][C:17](/[CH:20]=[CH:21]/[C:22]([CH2:31][CH3:32])([OH:25])[CH2:23][CH3:24])=[C:16]([CH2:26][CH2:27][CH3:28])[CH:15]=1)[CH2:4][CH3:5])[CH3:2]. The yield is 0.450.